From a dataset of Forward reaction prediction with 1.9M reactions from USPTO patents (1976-2016). Predict the product of the given reaction. The product is: [NH2:24][C:22]([C:21]1[CH:25]=[CH:26][C:18]([O:17][CH2:8][C:9]([O:11][CH2:12][CH3:13])=[O:10])=[CH:19][CH:20]=1)=[O:23]. Given the reactants C(=O)([O-])[O-].[K+].[K+].Br[CH2:8][C:9]([O:11][CH2:12][CH3:13])=[O:10].C(#N)C.[OH:17][C:18]1[CH:26]=[CH:25][C:21]([C:22]([NH2:24])=[O:23])=[CH:20][CH:19]=1, predict the reaction product.